Dataset: Catalyst prediction with 721,799 reactions and 888 catalyst types from USPTO. Task: Predict which catalyst facilitates the given reaction. (1) Reactant: [OH-].[Na+].[F:3][C:4]1[S:8][C:7]([C:9]2[N:10]=[C:11]([N:18]3[C:26]4[C:21](=[CH:22][C:23]([CH2:27][C:28]([O:30]C)=[O:29])=[CH:24][CH:25]=4)[CH2:20][CH2:19]3)[C:12]3[CH2:17][S:16][CH2:15][C:13]=3[N:14]=2)=[CH:6][CH:5]=1.O.Cl. Product: [F:3][C:4]1[S:8][C:7]([C:9]2[N:10]=[C:11]([N:18]3[C:26]4[C:21](=[CH:22][C:23]([CH2:27][C:28]([OH:30])=[O:29])=[CH:24][CH:25]=4)[CH2:20][CH2:19]3)[C:12]3[CH2:17][S:16][CH2:15][C:13]=3[N:14]=2)=[CH:6][CH:5]=1. The catalyst class is: 1. (2) Reactant: Cl.[CH3:2][NH:3][C:4]1[CH:12]=[CH:11][C:7]([C:8]([OH:10])=[O:9])=[CH:6][C:5]=1[N+:13]([O-:15])=[O:14].[CH3:16]N(C=O)C. Product: [CH3:2][NH:3][C:4]1[CH:12]=[CH:11][C:7]([C:8]([O:10][CH3:16])=[O:9])=[CH:6][C:5]=1[N+:13]([O-:15])=[O:14]. The catalyst class is: 5.